Dataset: Reaction yield outcomes from USPTO patents with 853,638 reactions. Task: Predict the reaction yield, written as a fraction of the theoretical maximum amount of product (1.0 means a 100% yield; for example, 0.34 means a 34% yield). The reactants are [Cl:1][C:2]1[CH:10]=[C:9]2[C:5]([C:6]([C:14](=[O:19])C(F)(F)F)=[CH:7][N:8]2[CH2:11][CH2:12][CH3:13])=[CH:4][CH:3]=1.[OH-:20].[Na+]. No catalyst specified. The product is [Cl:1][C:2]1[CH:10]=[C:9]2[C:5]([C:6]([C:14]([OH:19])=[O:20])=[CH:7][N:8]2[CH2:11][CH2:12][CH3:13])=[CH:4][CH:3]=1. The yield is 0.740.